Dataset: Experimentally validated miRNA-target interactions with 360,000+ pairs, plus equal number of negative samples. Task: Binary Classification. Given a miRNA mature sequence and a target amino acid sequence, predict their likelihood of interaction. (1) The miRNA is hsa-miR-6884-3p with sequence CCCAUCACCUUUCCGUCUCCCCU. The protein sequence of the target gene is MHNLYSITGYPDPPGTMEEEEEDDDYENSTPPYKDLPPKPGTMEEEEEDDDYENSTPPYKDLPPKPGTMEEEEEDDDYENSTPPYKDLPPKPGSSAPPRPPRAAKETEKPPLPCKPRNMTGLDLAAVTCPPPQLAVNLEPSPLQPSLAATPVPWLNQRSGGPGCCQKRWMVYLCLLVVTSLFLGCLGLTVTLIKYQELMEELRMLSFQQMTWRTNMTGMAGLAGLKHDIARVRADTNQSLVELWGLLDCRRITCPEGWLPFEGKCYYFSPSTKSWDEARMFCQENYSHLVIINSFAEHNF.... Result: 1 (interaction). (2) The miRNA is hsa-miR-509-5p with sequence UACUGCAGACAGUGGCAAUCA. The protein sequence of the target gene is MISPSLELLHSGLCKFPEVEGKMTTFKEAVTFKDVAVVFTEEELGLLDPAQRKLYRDVMLENFRNLLSVGNQPFHQDTFHFLGKEKFWKMKTTSQREGNSGGKIQIEMETVPEAGPHEEWSCQQIWEQIASDLTRSQNSIRNSSQFFKEGDVPCQIEARLSISHVQQKPYRCNECKQSFSDVSVFDLHQQSHSGEKSHTCGECGKSFCYSPALHIHQRVHMGEKCYKCDVCGKEFNQSSHLQTHQRVHTGEKPFKCGQCGKGFHSRSALNVHCKLHTGEKPYNCEECGKAFIHDSQLQEH.... Result: 1 (interaction).